This data is from Full USPTO retrosynthesis dataset with 1.9M reactions from patents (1976-2016). The task is: Predict the reactants needed to synthesize the given product. (1) Given the product [F:10][C:9]([F:12])([F:11])[C:6]1[CH:7]=[CH:8][C:3]([P:14]2(=[O:19])[CH2:18][CH:17]=[CH:16][CH2:15]2)=[CH:4][CH:5]=1, predict the reactants needed to synthesize it. The reactants are: [Mg].Br[C:3]1[CH:8]=[CH:7][C:6]([C:9]([F:12])([F:11])[F:10])=[CH:5][CH:4]=1.Cl[P:14]1(=[O:19])[CH2:18][CH:17]=[CH:16][CH2:15]1. (2) Given the product [Cl:27][C:24]1[S:23][C:19]2[N:20]=[CH:21][N:22]=[C:17]([NH:6][C:5]3[CH:7]=[CH:8][C:2]([F:1])=[CH:3][C:4]=3[O:9][CH:10]3[CH2:15][CH2:14][O:13][CH2:12][CH2:11]3)[C:18]=2[C:25]=1[CH3:26], predict the reactants needed to synthesize it. The reactants are: [F:1][C:2]1[CH:8]=[CH:7][C:5]([NH2:6])=[C:4]([O:9][CH:10]2[CH2:15][CH2:14][O:13][CH2:12][CH2:11]2)[CH:3]=1.Cl[C:17]1[C:18]2[C:25]([CH3:26])=[C:24]([Cl:27])[S:23][C:19]=2[N:20]=[CH:21][N:22]=1.C1(C)C=CC(S(O)(=O)=O)=CC=1.O.[OH-].[NH4+].